From a dataset of Forward reaction prediction with 1.9M reactions from USPTO patents (1976-2016). Predict the product of the given reaction. (1) Given the reactants [Cl:1][C:2]1[CH:3]=[C:4]([CH:7]=[CH:8][C:9]=1[O:10][CH:11]([CH3:13])[CH3:12])[CH2:5][Br:6].[C:14]1([P:20]([C:27]2[CH:32]=[CH:31][CH:30]=[CH:29][CH:28]=2)[C:21]2[CH:26]=[CH:25][CH:24]=[CH:23][CH:22]=2)[CH:19]=[CH:18][CH:17]=[CH:16][CH:15]=1, predict the reaction product. The product is: [Br-:6].[Cl:1][C:2]1[CH:3]=[C:4]([CH:7]=[CH:8][C:9]=1[O:10][CH:11]([CH3:13])[CH3:12])[CH2:5][P+:20]([C:21]1[CH:22]=[CH:23][CH:24]=[CH:25][CH:26]=1)([C:27]1[CH:32]=[CH:31][CH:30]=[CH:29][CH:28]=1)[C:14]1[CH:15]=[CH:16][CH:17]=[CH:18][CH:19]=1. (2) Given the reactants [F-:1].[K+].C(=O)=O.[C:6]([O:10][C:11]([C:14]([C:17](F)=[O:18])([F:16])[F:15])([F:13])[F:12])([F:9])([F:8])[F:7].[C:20](=[C:23]([C:25]([F:28])([F:27])[F:26])[F:24])([F:22])[F:21], predict the reaction product. The product is: [F:13][C:11]([F:12])([O:10][C:6]([F:7])([F:8])[F:9])[C:14]([F:15])([F:16])[C:17](=[O:18])[C:23]([F:24])([C:25]([F:28])([F:27])[F:26])[C:20]([F:1])([F:22])[F:21]. (3) The product is: [CH3:5][C:4]([CH3:22])([O:6][C@H:7]1[C@@:15]2([CH3:16])[C@@H:10]([CH2:11][C:12](=[O:21])[C:13]([CH2:23][CH2:24][C:25](=[O:31])[CH2:26][CH2:27][CH2:28][CH:29]=[CH2:30])([C:17]([O:19][CH3:20])=[O:18])[CH2:14]2)[CH2:9][CH2:8]1)[CH3:3]. Given the reactants N#N.[CH3:3][C:4]([CH3:22])([O:6][C@H:7]1[C@@:15]2([CH3:16])[C@@H:10]([CH2:11][C:12]([OH:21])=[C:13]([C:17]([O:19][CH3:20])=[O:18])[CH2:14]2)[CH2:9][CH2:8]1)[CH3:5].[CH2:23]=[CH:24][C:25](=[O:31])[CH2:26][CH2:27][CH2:28][CH:29]=[CH2:30], predict the reaction product. (4) The product is: [OH:28][C:24]1[CH:23]=[C:22]([C:21]2[CH:12]([C:9]3[CH:8]=[CH:7][C:6]([I:5])=[CH:11][CH:10]=3)[O:13][C:14]3[C:19]([C:20]=2[CH3:36])=[CH:18][C:17]([OH:37])=[CH:16][CH:15]=3)[CH:27]=[CH:26][CH:25]=1. Given the reactants C(O)(=O)C.[I:5][C:6]1[CH:11]=[CH:10][C:9]([CH:12]2[CH:21]([C:22]3[CH:27]=[CH:26][CH:25]=[C:24]([O:28]C4CCCCO4)[CH:23]=3)[C:20]([CH3:36])(O)[C:19]3[C:14](=[CH:15][CH:16]=[C:17]([O:37]C4CCCCO4)[CH:18]=3)[O:13]2)=[CH:8][CH:7]=1, predict the reaction product. (5) Given the reactants CNC1CCCCC1NC.O1CCOCC1.Br[C:18]1[CH:19]=[N:20][CH:21]=[CH:22][C:23]=1/[CH:24]=[C:25]1/[C:26](=[O:37])[C:27]2[C:32]([CH2:33][CH2:34]/1)=[CH:31][C:30]([O:35][CH3:36])=[CH:29][CH:28]=2.[Na+].[I-:39], predict the reaction product. The product is: [I:39][C:18]1[CH:19]=[N:20][CH:21]=[CH:22][C:23]=1/[CH:24]=[C:25]1/[C:26](=[O:37])[C:27]2[C:32]([CH2:33][CH2:34]/1)=[CH:31][C:30]([O:35][CH3:36])=[CH:29][CH:28]=2. (6) Given the reactants [N:1]1[CH:6]=[CH:5][CH:4]=[C:3]([C:7]2[CH:14]=[CH:13][C:10]([CH:11]=O)=[CH:9][CH:8]=2)[CH:2]=1.[NH2:15][C:16]1[S:17][C:18]([C:21]([O:23][CH3:24])=[O:22])=[CH:19][N:20]=1.C(O)(=O)C.[BH4-].[Na+], predict the reaction product. The product is: [N:1]1[CH:6]=[CH:5][CH:4]=[C:3]([C:7]2[CH:14]=[CH:13][C:10]([CH2:11][NH:15][C:16]3[S:17][C:18]([C:21]([O:23][CH3:24])=[O:22])=[CH:19][N:20]=3)=[CH:9][CH:8]=2)[CH:2]=1. (7) Given the reactants [Cl:1][C:2]1[CH:9]=[CH:8][C:5]([CH:6]=O)=[C:4](F)[CH:3]=1.O.[NH2:12][NH2:13], predict the reaction product. The product is: [Cl:1][C:2]1[CH:3]=[C:4]2[C:5]([CH:6]=[N:12][NH:13]2)=[CH:8][CH:9]=1. (8) Given the reactants [CH3:1][CH2:2][N:3]([CH2:6][CH2:7][NH:8][C:9]([C:11]1[C:15]([CH3:16])=[C:14](/[CH:17]=[C:18]2/[C:19]3[CH:24]=[C:23]([F:25])[CH:22]=[CH:21][C:20]=3[NH:26][C:27]/2=[O:28])[NH:13][C:12]=1[CH3:29])=[O:10])[CH2:4][CH3:5].[C:30]([OH:33])(=[O:32])[CH3:31], predict the reaction product. The product is: [CH3:1][CH2:2][N:3]([CH2:6][CH2:7][NH:8][C:9]([C:11]1[C:15]([CH3:16])=[C:14](/[CH:17]=[C:18]2/[C:19]3[CH:24]=[C:23]([F:25])[CH:22]=[CH:21][C:20]=3[NH:26][C:27]/2=[O:28])[NH:13][C:12]=1[CH3:29])=[O:10])[CH2:4][CH3:5].[C:30]([O-:33])(=[O:32])[CH3:31].